Dataset: Full USPTO retrosynthesis dataset with 1.9M reactions from patents (1976-2016). Task: Predict the reactants needed to synthesize the given product. (1) Given the product [Cl:1][C:2]1[CH:7]=[C:6]([B:23]([OH:26])[OH:24])[C:5]([O:9][CH3:10])=[CH:4][C:3]=1[C:11]1[CH:16]=[CH:15][CH:14]=[C:13]([F:17])[CH:12]=1, predict the reactants needed to synthesize it. The reactants are: [Cl:1][C:2]1[CH:7]=[C:6](I)[C:5]([O:9][CH3:10])=[CH:4][C:3]=1[C:11]1[CH:16]=[CH:15][CH:14]=[C:13]([F:17])[CH:12]=1.[Li]CCCC.[B:23](OC)([O:26]C)[O:24]C. (2) Given the product [C:14]([N:10]1[CH2:11][CH2:12][CH2:13][N:7]([CH:3]2[CH2:6][CH2:5][CH2:4]2)[CH2:8][CH2:9]1)([O:16][C:17]([CH3:20])([CH3:19])[CH3:18])=[O:15], predict the reactants needed to synthesize it. The reactants are: Cl.Cl.[CH:3]1([N:7]2[CH2:13][CH2:12][CH2:11][NH:10][CH2:9][CH2:8]2)[CH2:6][CH2:5][CH2:4]1.[C:14](N1CCCNCC1)([O:16][C:17]([CH3:20])([CH3:19])[CH3:18])=[O:15].C1(=O)CCC1.[BH-](OC(C)=O)(OC(C)=O)OC(C)=O.[Na+]. (3) Given the product [CH3:1][Si:2]([CH3:39])([CH3:38])[CH2:3][CH2:4][O:5][CH2:6][N:7]([CH2:30][O:31][CH2:32][CH2:33][Si:34]([CH3:37])([CH3:36])[CH3:35])[C:8]1[N:13]2[N:14]=[CH:15][C:16]([C:16]3[CH:12]=[N:11][C:10]4[C:52]([CH:53]=3)=[CH:21][CH:20]=[CH:19][CH:18]=4)=[C:12]2[N:11]=[C:10]([CH2:18][C:19]2[CH:24]=[CH:23][C:22]([CH2:25][C:26]([O:28][CH3:29])=[O:27])=[CH:21][CH:20]=2)[CH:9]=1, predict the reactants needed to synthesize it. The reactants are: [CH3:1][Si:2]([CH3:39])([CH3:38])[CH2:3][CH2:4][O:5][CH2:6][N:7]([CH2:30][O:31][CH2:32][CH2:33][Si:34]([CH3:37])([CH3:36])[CH3:35])[C:8]1[N:13]2[N:14]=[CH:15][C:16](I)=[C:12]2[N:11]=[C:10]([CH2:18][C:19]2[CH:24]=[CH:23][C:22]([CH2:25][C:26]([O:28][CH3:29])=[O:27])=[CH:21][CH:20]=2)[CH:9]=1.[O-]P([O-])([O-])=O.[K+].[K+].[K+].O1[CH2:53][CH2:52]OCC1. (4) Given the product [F:8][C:9]1[CH:14]=[CH:13][C:12]([CH2:15][CH2:16][S:17]([Cl:2])(=[O:20])=[O:18])=[CH:11][CH:10]=1, predict the reactants needed to synthesize it. The reactants are: P(Cl)(Cl)(Cl)(Cl)[Cl:2].[Na+].[F:8][C:9]1[CH:14]=[CH:13][C:12]([CH2:15][CH2:16][S:17]([O-:20])(=O)=[O:18])=[CH:11][CH:10]=1. (5) The reactants are: [C:1]([O:5][CH2:6][CH2:7][CH2:8][CH2:9][CH2:10][CH2:11][O:12][C:13]1[CH:21]=[CH:20][C:16]([C:17]([OH:19])=[O:18])=[CH:15][CH:14]=1)(=[O:4])[CH:2]=[CH2:3].C([N:24]([CH2:27][CH3:28])CC)C.CO[CH2:31][CH2:32][O:33][CH3:34].CS(Cl)(=O)=O.[OH2:40]. Given the product [C:1]([O:5][CH2:6][CH2:7][CH2:8][CH2:9][CH2:10][CH2:11][O:12][C:13]1[CH:14]=[CH:15][C:16]([C:17]([O:19][C:13]2[CH:21]=[CH:31][C:32]([O:33][C:34](=[O:40])[C:8]3[CH:9]=[CH:10][C:28]([C:27]#[N:24])=[CH:6][CH:7]=3)=[CH:15][CH:14]=2)=[O:18])=[CH:20][CH:21]=1)(=[O:4])[CH:2]=[CH2:3], predict the reactants needed to synthesize it. (6) The reactants are: C([O:8][C:9]1[CH:10]=[C:11](/[CH:16]=[CH:17]/[C:18]([O:20][CH3:21])=[O:19])[CH:12]=[CH:13][C:14]=1I)C1C=CC=CC=1.[CH2:22]([NH:29][C:30](=[O:48])[N:31]([CH3:47])[C:32]1[CH:37]=[CH:36][CH:35]=[C:34](B2OC(C)(C)C(C)(C)O2)[CH:33]=1)[CH2:23][CH2:24][CH2:25][CH2:26][CH2:27][CH3:28].P([O-])([O-])([O-])=O.[K+].[K+].[K+]. Given the product [CH2:22]([NH:29][C:30](=[O:48])[N:31]([C:32]1[CH:37]=[C:36]([C:14]2[CH:13]=[CH:12][C:11](/[CH:16]=[CH:17]/[C:18]([O:20][CH3:21])=[O:19])=[CH:10][C:9]=2[OH:8])[CH:35]=[CH:34][CH:33]=1)[CH3:47])[CH2:23][CH2:24][CH2:25][CH2:26][CH2:27][CH3:28], predict the reactants needed to synthesize it. (7) Given the product [Br:1][C:2]1[CH:3]=[CH:4][C:5]([C:8]2[C:17]([C:18]3[CH:23]=[CH:22][C:21]([Br:24])=[CH:20][CH:19]=3)=[N:16][C:15]3[C:10](=[CH:11][CH:12]=[CH:13][C:14]=3[NH2:25])[N:9]=2)=[CH:6][CH:7]=1, predict the reactants needed to synthesize it. The reactants are: [Br:1][C:2]1[CH:7]=[CH:6][C:5]([C:8]2[C:17]([C:18]3[CH:23]=[CH:22][C:21]([Br:24])=[CH:20][CH:19]=3)=[N:16][C:15]3[C:10](=[CH:11][CH:12]=[CH:13][C:14]=3[N+:25]([O-])=O)[N:9]=2)=[CH:4][CH:3]=1.